Dataset: Forward reaction prediction with 1.9M reactions from USPTO patents (1976-2016). Task: Predict the product of the given reaction. (1) Given the reactants C(S)CCCCCCCCCCC.[CH3:14][N:15]([CH2:17][CH:18]([C:27]1([OH:33])[CH2:32][CH2:31][CH2:30][CH2:29][CH2:28]1)[C:19]1[CH:20]=[CH:21][C:22]([O:25]C)=[CH:23][CH:24]=1)[CH3:16].C[O-].[Na+], predict the reaction product. The product is: [CH3:14][N:15]([CH2:17][CH:18]([C:27]1([OH:33])[CH2:32][CH2:31][CH2:30][CH2:29][CH2:28]1)[C:19]1[CH:20]=[CH:21][C:22]([OH:25])=[CH:23][CH:24]=1)[CH3:16]. (2) Given the reactants [F:1][C:2]1[CH:7]=[CH:6][C:5]([C:8]2[S:12][C:11]([CH3:13])=[N:10][C:9]=2[C:14]([OH:16])=O)=[CH:4][CH:3]=1.[CH2:17]([O:19][C:20]1([O:28][CH2:29][CH3:30])[CH2:25][NH:24][CH:23]([CH2:26][OH:27])[CH2:22][CH2:21]1)[CH3:18], predict the reaction product. The product is: [CH2:29]([O:28][C:20]1([O:19][CH2:17][CH3:18])[CH2:25][N:24]([C:14]([C:9]2[N:10]=[C:11]([CH3:13])[S:12][C:8]=2[C:5]2[CH:4]=[CH:3][C:2]([F:1])=[CH:7][CH:6]=2)=[O:16])[CH:23]([CH2:26][OH:27])[CH2:22][CH2:21]1)[CH3:30]. (3) Given the reactants [NH:1]1[C:9]2[C:4](=[CH:5][CH:6]=[CH:7][CH:8]=2)[C:3]([CH2:10][C:11](=O)[C:12]([O-:14])=[O:13])=[CH:2]1.[As](=O)([O-])([O-])[O-].[Na+].[Na+].[Na+].C(N(CC(O)=O)CC(O)=O)C[N:26](CC(O)=O)CC(O)=O.B([O-])([O-])[O-].B([O-])([O-])[O-].B([O-])([O-])[O-].B([O-])([O-])[O-].[Na+].[Na+].[Na+].[Na+].[Na+].[Na+].[Na+].[Na+].[Na+].[Na+].[Na+].[Na+], predict the reaction product. The product is: [NH2:26][C@@H:11]([C:12]([OH:14])=[O:13])[CH2:10][C:3]1[C:4]2[C:9](=[CH:8][CH:7]=[CH:6][CH:5]=2)[NH:1][CH:2]=1. (4) Given the reactants Br[C:2]1[CH:8]=[CH:7][CH:6]=[CH:5][C:3]=1[NH2:4].[F:9][C:10]1[CH:15]=[CH:14][C:13]([F:16])=[CH:12][C:11]=1B(O)O.C(=O)([O-])[O-].[Na+].[Na+], predict the reaction product. The product is: [F:9][C:10]1[CH:15]=[CH:14][C:13]([F:16])=[CH:12][C:11]=1[C:2]1[CH:8]=[CH:7][CH:6]=[CH:5][C:3]=1[NH2:4]. (5) Given the reactants [Br:1][C:2]1[CH:7]=[CH:6][C:5]([NH:8][C:9](=[O:19])[C:10]2[CH:15]=[C:14]([NH2:16])[CH:13]=[CH:12][C:11]=2[O:17][CH3:18])=[CH:4][CH:3]=1.[C:20]([O:24][C:25]([NH:27][CH2:28][C:29]1[CH:30]=[CH:31][C:32]([Cl:38])=[C:33]([CH:37]=1)[C:34](O)=[O:35])=[O:26])([CH3:23])([CH3:22])[CH3:21].CN(C(ON1N=NC2C=CC=CC1=2)=[N+](C)C)C.[B-](F)(F)(F)F, predict the reaction product. The product is: [CH3:18][O:17][C:11]1[CH:12]=[CH:13][C:14]([NH:16][C:34](=[O:35])[C:33]2[CH:37]=[C:29]([CH2:28][NH:27][C:25]([O:24][C:20]([CH3:21])([CH3:23])[CH3:22])=[O:26])[CH:30]=[CH:31][C:32]=2[Cl:38])=[CH:15][C:10]=1[C:9]([NH:8][C:5]1[CH:4]=[CH:3][C:2]([Br:1])=[CH:7][CH:6]=1)=[O:19]. (6) Given the reactants [C:1]([C:3]1[CH:27]=[CH:26][C:6]([O:7][C:8]2[CH:9]=[C:10]([CH:14]=[C:15]([O:17][C:18]3[CH:23]=[CH:22][C:21]([C:24]#[N:25])=[CH:20][CH:19]=3)[CH:16]=2)[C:11]([OH:13])=O)=[CH:5][CH:4]=1)#[N:2].[CH:28]1([CH2:34][NH2:35])[CH2:33][CH2:32][CH2:31][CH2:30][CH2:29]1, predict the reaction product. The product is: [C:1]([C:3]1[CH:27]=[CH:26][C:6]([O:7][C:8]2[CH:9]=[C:10]([CH:14]=[C:15]([O:17][C:18]3[CH:19]=[CH:20][C:21]([C:24]#[N:25])=[CH:22][CH:23]=3)[CH:16]=2)[C:11]([NH:35][CH2:34][CH:28]2[CH2:33][CH2:32][CH2:31][CH2:30][CH2:29]2)=[O:13])=[CH:5][CH:4]=1)#[N:2]. (7) Given the reactants C([N-]C(C)C)(C)C.[Li+].[C:9]([O:13][C:14](=[O:25])[CH2:15][CH2:16][C:17]1([C:22]([OH:24])=[O:23])[CH2:21][CH2:20][CH2:19][CH2:18]1)([CH3:12])([CH3:11])[CH3:10].[CH3:26][O:27][CH2:28][CH2:29]I, predict the reaction product. The product is: [C:9]([O:13][C:14]([CH:15]([CH2:29][CH2:28][O:27][CH3:26])[CH2:16][C:17]1([C:22]([OH:24])=[O:23])[CH2:21][CH2:20][CH2:19][CH2:18]1)=[O:25])([CH3:12])([CH3:10])[CH3:11].